Dataset: Catalyst prediction with 721,799 reactions and 888 catalyst types from USPTO. Task: Predict which catalyst facilitates the given reaction. (1) Reactant: [O:1]1[CH2:6][CH2:5][N:4]([C:7]2[N:12]=[CH:11][C:10]([NH2:13])=[CH:9][CH:8]=2)[CH2:3][CH2:2]1.NC1C=CC=CC=1.C[Si]([N-][Si](C)(C)C)(C)C.[Na+].Cl[C:32]1[C:41]2[C:40](=[O:42])[NH:39][CH:38]=[N:37][C:36]=2[CH:35]=[C:34]([Cl:43])[N:33]=1. Product: [O:1]1[CH2:6][CH2:5][N:4]([C:7]2[N:12]=[CH:11][C:10]([NH:13][C:32]3[C:41]4[C:40](=[O:42])[NH:39][CH:38]=[N:37][C:36]=4[CH:35]=[C:34]([Cl:43])[N:33]=3)=[CH:9][CH:8]=2)[CH2:3][CH2:2]1. The catalyst class is: 1. (2) Reactant: [OH:1][CH2:2][C@:3]([OH:20])([CH3:19])[C:4](=[O:18])[C@@H:5]([NH:10][C:11](=[O:17])[O:12][C:13]([CH3:16])([CH3:15])[CH3:14])[CH2:6][CH:7]([CH3:9])[CH3:8].Cl[S:22]([C:25]1[C:42]([CH3:43])=[CH:41][C:28]([O:29][CH2:30][C:31]([O:33][CH2:34][C:35]2[CH:40]=[CH:39][CH:38]=[CH:37][CH:36]=2)=[O:32])=[CH:27][C:26]=1[CH3:44])(=[O:24])=[O:23].CCN(CC)CC. Product: [C:13]([O:12][C:11]([NH:10][C@@H:5]([CH2:6][CH:7]([CH3:9])[CH3:8])[C:4](=[O:18])[C@@:3]([OH:20])([CH3:19])[CH2:2][O:1][S:22]([C:25]1[C:26]([CH3:44])=[CH:27][C:28]([O:29][CH2:30][C:31]([O:33][CH2:34][C:35]2[CH:36]=[CH:37][CH:38]=[CH:39][CH:40]=2)=[O:32])=[CH:41][C:42]=1[CH3:43])(=[O:24])=[O:23])=[O:17])([CH3:14])([CH3:16])[CH3:15]. The catalyst class is: 64. (3) The catalyst class is: 3. Product: [CH3:12][C:3]1[CH:4]=[C:5]([N+:9]([O-:11])=[O:10])[C:6]([CH3:8])=[CH:7][C:2]=1[C:18](=[O:20])[CH3:19]. Reactant: Br[C:2]1[CH:7]=[C:6]([CH3:8])[C:5]([N+:9]([O-:11])=[O:10])=[CH:4][C:3]=1[CH3:12].C([Sn](CCCC)(CCCC)[C:18]([O:20]CC)=[CH2:19])CCC. (4) Reactant: [OH:1][CH2:2][C:3]1[N:8]=[CH:7][C:6]([C:9]2[N:14]=[N:13][C:12]([C:15]([NH:18]S(C(C)(C)C)=O)([CH3:17])[CH3:16])=[CH:11][CH:10]=2)=[CH:5][CH:4]=1.[ClH:25].O1CCOCC1. Product: [ClH:25].[ClH:25].[NH2:18][C:15]([C:12]1[N:13]=[N:14][C:9]([C:6]2[CH:5]=[CH:4][C:3]([CH2:2][OH:1])=[N:8][CH:7]=2)=[CH:10][CH:11]=1)([CH3:17])[CH3:16]. The catalyst class is: 2. (5) Reactant: Cl.[O:2]1[C:6]2[CH:7]=[CH:8][CH:9]=[C:10]([CH:11]3[CH2:16][CH2:15][N:14]([CH2:17][CH2:18][C@H:19]4[CH2:24][CH2:23][C@H:22]([NH2:25])[CH2:21][CH2:20]4)[CH2:13][CH2:12]3)[C:5]=2[O:4][CH2:3]1.C(N(CC)C(C)C)(C)C.[CH3:35][S:36](Cl)(=[O:38])=[O:37].C([O-])(O)=O.[Na+]. Product: [O:2]1[C:6]2[CH:7]=[CH:8][CH:9]=[C:10]([CH:11]3[CH2:16][CH2:15][N:14]([CH2:17][CH2:18][C@H:19]4[CH2:20][CH2:21][C@H:22]([NH:25][S:36]([CH3:35])(=[O:38])=[O:37])[CH2:23][CH2:24]4)[CH2:13][CH2:12]3)[C:5]=2[O:4][CH2:3]1. The catalyst class is: 4.